This data is from Catalyst prediction with 721,799 reactions and 888 catalyst types from USPTO. The task is: Predict which catalyst facilitates the given reaction. (1) Reactant: I[C:2]1[CH:3]=[C:4]([CH:24]=[CH:25][C:26]=1[CH3:27])[C:5]([NH:7][C:8]1[CH:13]=[C:12]([C:14]([F:17])([F:16])[F:15])[CH:11]=[C:10]([N:18]2[CH:22]=[C:21]([CH3:23])[N:20]=[CH:19]2)[CH:9]=1)=[O:6].C(N(CC)C(C)C)C.[C:36]([C:38]1[N:42]2[CH:43]=[CH:44][CH:45]=[CH:46][C:41]2=[N:40][CH:39]=1)#[CH:37]. Product: [N:40]1[CH:39]=[C:38]([C:36]#[C:37][C:2]2[CH:3]=[C:4]([CH:24]=[CH:25][C:26]=2[CH3:27])[C:5]([NH:7][C:8]2[CH:13]=[C:12]([C:14]([F:16])([F:17])[F:15])[CH:11]=[C:10]([N:18]3[CH:22]=[C:21]([CH3:23])[N:20]=[CH:19]3)[CH:9]=2)=[O:6])[N:42]2[CH:43]=[CH:44][CH:45]=[CH:46][C:41]=12. The catalyst class is: 122. (2) Product: [CH3:30][C:29]1[CH:28]=[C:27]([CH3:31])[NH:26][C:25](=[O:32])[C:24]=1[CH2:23][NH:22][C:17]([C:8]1[CH:9]=[C:10]([S:13]([CH3:16])(=[O:15])=[O:14])[CH:11]=[C:12]2[C:7]=1[N:6]([CH3:20])[CH:5]=[C:4]2[CH:1]([CH3:2])[CH3:3])=[O:18]. The catalyst class is: 16. Reactant: [CH:1]([C:4]1[C:12]2[C:7](=[C:8]([C:17](O)=[O:18])[CH:9]=[C:10]([S:13]([CH3:16])(=[O:15])=[O:14])[CH:11]=2)[N:6]([CH3:20])[CH:5]=1)([CH3:3])[CH3:2].Cl.[NH2:22][CH2:23][C:24]1[C:25](=[O:32])[NH:26][C:27]([CH3:31])=[CH:28][C:29]=1[CH3:30].ON1C2N=CC=CC=2N=N1.CN1CCOCC1.C(Cl)CCl.C(=O)([O-])[O-].[K+].[K+]. (3) Reactant: [Cl:1][C:2]1[N:10]=[C:9]2[C:5]([N:6]=[CH:7][N:8]2[CH:11]2[CH2:15][CH2:14][S:13][CH2:12]2)=[C:4](Cl)[N:3]=1.[NH2:17][C:18]1[CH:28]=[CH:27][C:21]([C:22]([O:24][CH2:25][CH3:26])=[O:23])=[CH:20][CH:19]=1. Product: [Cl:1][C:2]1[N:10]=[C:9]2[C:5]([N:6]=[CH:7][N:8]2[CH:11]2[CH2:15][CH2:14][S:13][CH2:12]2)=[C:4]([NH:17][C:18]2[CH:19]=[CH:20][C:21]([C:22]([O:24][CH2:25][CH3:26])=[O:23])=[CH:27][CH:28]=2)[N:3]=1. The catalyst class is: 51. (4) Reactant: CC1(C)CCCC(C)(C)N1.[Li]CCCC.CCCCCC.[Cl:22][C:23]1[CH:24]=[N:25][CH:26]=[CH:27][C:28]=1[Cl:29].[N:30]([Si](C)(C)C)=[C:31]=[O:32].C(O)(=O)C. Product: [Cl:22][C:23]1[C:24]([C:31]([NH2:30])=[O:32])=[N:25][CH:26]=[CH:27][C:28]=1[Cl:29]. The catalyst class is: 280. (5) Reactant: Cl[C:2]1[C:7]([C:8]([NH:10][C:11]2[C:12]([NH:17][CH2:18][CH3:19])=[N:13][CH:14]=[CH:15][CH:16]=2)=[O:9])=[CH:6][C:5]([Br:20])=[CH:4][N:3]=1.C[Si](C)(C)[N-][Si](C)(C)C.[Na+].C1COCC1. Product: [Br:20][C:5]1[CH:4]=[N:3][C:2]2[N:17]([CH2:18][CH3:19])[C:12]3[N:13]=[CH:14][CH:15]=[CH:16][C:11]=3[NH:10][C:8](=[O:9])[C:7]=2[CH:6]=1. The catalyst class is: 17. (6) Reactant: [F:1][C:2]1[C:7]([NH:8][CH2:9][C:10]2[CH:15]=[C:14]([C:16]3[CH:21]=[CH:20][CH:19]=[C:18]([F:22])[CH:17]=3)[CH:13]=[CH:12][C:11]=2[CH3:23])=[C:6]([F:24])[CH:5]=[CH:4][C:3]=1[OH:25].C([O-])([O-])=O.[Cs+].[Cs+].Br[CH2:33][C:34]([O:36][CH2:37][CH3:38])=[O:35]. Product: [F:1][C:2]1[C:7]([NH:8][CH2:9][C:10]2[CH:15]=[C:14]([C:16]3[CH:21]=[CH:20][CH:19]=[C:18]([F:22])[CH:17]=3)[CH:13]=[CH:12][C:11]=2[CH3:23])=[C:6]([F:24])[CH:5]=[CH:4][C:3]=1[O:25][CH2:33][C:34]([O:36][CH2:37][CH3:38])=[O:35]. The catalyst class is: 131. (7) Reactant: [N:1]12[CH2:8][CH2:7][CH:4]([CH2:5][CH2:6]1)[C@@H:3]([OH:9])[CH2:2]2.[H-].[Na+].Cl[C:13]1[CH:14]=[CH:15][C:16]([C:19]2[CH:24]=[CH:23][C:22]([CH3:25])=[CH:21][CH:20]=2)=[N:17][CH:18]=1. Product: [C:22]1([CH3:25])[CH:23]=[CH:24][C:19]([C:16]2[N:17]=[CH:18][C:13]([O:9][C@@H:3]3[CH:4]4[CH2:7][CH2:8][N:1]([CH2:6][CH2:5]4)[CH2:2]3)=[CH:14][CH:15]=2)=[CH:20][CH:21]=1. The catalyst class is: 575. (8) Reactant: [F:1][C:2]1[CH:18]=[CH:17][C:5]([CH2:6][NH:7][C:8]2[C:13]([N+:14]([O-])=O)=[CH:12][CH:11]=[CH:10][N:9]=2)=[CH:4][CH:3]=1. Product: [F:1][C:2]1[CH:18]=[CH:17][C:5]([CH2:6][NH:7][C:8]2[C:13]([NH2:14])=[CH:12][CH:11]=[CH:10][N:9]=2)=[CH:4][CH:3]=1. The catalyst class is: 19. (9) Reactant: FC(F)(F)C(O)=O.[NH:8]1[CH2:11][CH:10]([O:12][C:13]2[CH:18]=[C:17]([CH3:19])[C:16]([C:20]3[CH:25]=[CH:24][CH:23]=[C:22]([CH2:26][O:27][C:28]4[CH:41]=[CH:40][C:31]5[C@H:32]([CH2:35][C:36]([O:38][CH3:39])=[O:37])[CH2:33][O:34][C:30]=5[CH:29]=4)[CH:21]=3)=[C:15]([CH3:42])[CH:14]=2)[CH2:9]1.C(N(CC)CC)C.[C:50]([CH2:52][C:53](Cl)=[O:54])#[N:51].O. Product: [C:50]([CH2:52][C:53]([N:8]1[CH2:11][CH:10]([O:12][C:13]2[CH:14]=[C:15]([CH3:42])[C:16]([C:20]3[CH:25]=[CH:24][CH:23]=[C:22]([CH2:26][O:27][C:28]4[CH:41]=[CH:40][C:31]5[C@H:32]([CH2:35][C:36]([O:38][CH3:39])=[O:37])[CH2:33][O:34][C:30]=5[CH:29]=4)[CH:21]=3)=[C:17]([CH3:19])[CH:18]=2)[CH2:9]1)=[O:54])#[N:51]. The catalyst class is: 4.